Predict which catalyst facilitates the given reaction. From a dataset of Catalyst prediction with 721,799 reactions and 888 catalyst types from USPTO. (1) Reactant: [Br:1][C:2]1[N:7]=[C:6]([CH3:8])[C:5]([OH:9])=[C:4]([CH3:10])[CH:3]=1.IC.[C:13](=O)([O-])[O-].[K+].[K+]. Product: [Br:1][C:2]1[N:7]=[C:6]([CH3:8])[C:5]([O:9][CH3:13])=[C:4]([CH3:10])[CH:3]=1. The catalyst class is: 21. (2) Reactant: [OH:1][CH:2]([C@@H:5]1[CH2:10][C@H:9]([N:11]([CH:13]([CH3:15])[CH3:14])[CH3:12])[CH2:8][CH2:7][C@@H:6]1[N:16]1[CH2:20][CH2:19][C@H:18]([NH:21]C(=O)OCC2C=CC=CC=2)[C:17]1=[O:32])[CH2:3][CH3:4]. Product: [NH2:21][C@H:18]1[CH2:19][CH2:20][N:16]([C@H:6]2[CH2:7][CH2:8][C@@H:9]([N:11]([CH:13]([CH3:14])[CH3:15])[CH3:12])[CH2:10][C@H:5]2[CH:2]([OH:1])[CH2:3][CH3:4])[C:17]1=[O:32]. The catalyst class is: 19. (3) Reactant: [Br:1][C:2]1[CH:7]=[CH:6][C:5]([C:8]([NH2:11])([CH3:10])[CH3:9])=[CH:4][CH:3]=1.[CH3:12][C:13]([O:16][C:17](O[C:17]([O:16][C:13]([CH3:15])([CH3:14])[CH3:12])=[O:18])=[O:18])([CH3:15])[CH3:14]. Product: [C:13]([O:16][C:17](=[O:18])[NH:11][C:8]([C:5]1[CH:4]=[CH:3][C:2]([Br:1])=[CH:7][CH:6]=1)([CH3:9])[CH3:10])([CH3:15])([CH3:14])[CH3:12]. The catalyst class is: 1. (4) Reactant: [Cl:1][C:2]1[CH:3]=[C:4]([NH:8][C:9]2[N:14]=[C:13]([C:15]3[CH:20]=[CH:19][N:18]=[C:17]([NH:21][CH2:22][CH2:23][CH2:24][NH2:25])[C:16]=3[CH3:26])[CH:12]=[CH:11][N:10]=2)[CH:5]=[CH:6][CH:7]=1.[C:27](OC(=O)C)(=[O:29])[CH3:28]. Product: [Cl:1][C:2]1[CH:3]=[C:4]([NH:8][C:9]2[N:14]=[C:13]([C:15]3[CH:20]=[CH:19][N:18]=[C:17]([NH:21][CH2:22][CH2:23][CH2:24][NH:25][C:27](=[O:29])[CH3:28])[C:16]=3[CH3:26])[CH:12]=[CH:11][N:10]=2)[CH:5]=[CH:6][CH:7]=1. The catalyst class is: 2. (5) Product: [F:1][C:2]1[CH:7]=[CH:6][C:5]([C:8]2[N:9]=[CH:10][N:11]3[C:20]=2[CH:19]=[C:18]2[C@@:13]([CH3:26])([C@@H:14]([CH2:21][C:22]([OH:24])=[O:23])[CH2:15][CH2:16][CH2:17]2)[CH2:12]3)=[CH:4][CH:3]=1. Reactant: [F:1][C:2]1[CH:7]=[CH:6][C:5]([C:8]2[N:9]=[CH:10][N:11]3[C:20]=2[CH:19]=[C:18]2[C@@:13]([CH3:26])([C@@H:14]([CH2:21][CH:22]([O:24]C)[OH:23])[CH2:15][CH2:16][CH2:17]2)[CH2:12]3)=[CH:4][CH:3]=1.CC(=CC)C.FC(F)(F)C(O)=O.Cl([O-])=O.[Na+].O.P([O-])(O)(O)=O.[Na+]. The catalyst class is: 878. (6) Reactant: I(C1C=CC=CC=1C(O)=O)(=O)=[O:2].COC(=O)C[CH:17]1[CH2:20][CH:19]([C:21]2[CH:26]=[CH:25][CH:24]=[C:23]([CH:27]([OH:40])[CH:28]([C:30]3[CH:35]=[CH:34][C:33]([O:36][CH:37]([F:39])[F:38])=[CH:32][CH:31]=3)[OH:29])[CH:22]=2)[CH2:18]1. Product: [F:39][CH:37]([F:38])[O:36][C:33]1[CH:34]=[CH:35][C:30]([C:28](=[O:29])[C:27]([C:23]2[CH:24]=[CH:25][CH:26]=[C:21]([CH:19]3[CH2:18][C:17](=[O:2])[CH2:20]3)[CH:22]=2)=[O:40])=[CH:31][CH:32]=1. The catalyst class is: 16.